From a dataset of Forward reaction prediction with 1.9M reactions from USPTO patents (1976-2016). Predict the product of the given reaction. Given the reactants [N:1]1([CH2:6][C:7]2[CH:8]=[C:9]([CH:38]=[C:39]([Cl:41])[CH:40]=2)/[CH:10]=[CH:11]/[C:12]2[CH:17]=[CH:16][C:15]([N:18]3[CH2:23][CH2:22][N:21]([S:24]([C:27]4C=CC=C(OC(F)(F)F)C=4)(=[O:26])=[O:25])[CH2:20][CH2:19]3)=[CH:14][CH:13]=2)[CH:5]=[CH:4][N:3]=[CH:2]1.CS(Cl)(=O)=O.FC(F)(F)OC1C=C(S(Cl)(=O)=O)C=CC=1, predict the reaction product. The product is: [N:1]1([CH2:6][C:7]2[CH:8]=[C:9]([CH:38]=[C:39]([Cl:41])[CH:40]=2)/[CH:10]=[CH:11]/[C:12]2[CH:13]=[CH:14][C:15]([N:18]3[CH2:19][CH2:20][N:21]([S:24]([CH3:27])(=[O:25])=[O:26])[CH2:22][CH2:23]3)=[CH:16][CH:17]=2)[CH:5]=[CH:4][N:3]=[CH:2]1.